Task: Regression. Given a peptide amino acid sequence and an MHC pseudo amino acid sequence, predict their binding affinity value. This is MHC class II binding data.. Dataset: Peptide-MHC class II binding affinity with 134,281 pairs from IEDB (1) The peptide sequence is RVPEDLLAMVVAVEQ. The MHC is HLA-DQA10301-DQB10302 with pseudo-sequence HLA-DQA10301-DQB10302. The binding affinity (normalized) is 0.634. (2) The peptide sequence is GAGAAPLSWSKEIYN. The MHC is HLA-DPA10201-DPB10101 with pseudo-sequence HLA-DPA10201-DPB10101. The binding affinity (normalized) is 0.165. (3) The peptide sequence is SAVIGTLAAAMFGAV. The MHC is DRB1_0404 with pseudo-sequence DRB1_0404. The binding affinity (normalized) is 0.733. (4) The peptide sequence is ELRKTYNLLDAVSRH. The MHC is DRB3_0202 with pseudo-sequence DRB3_0202. The binding affinity (normalized) is 0.472. (5) The peptide sequence is SKLKLLKGSETTVTE. The MHC is DRB1_1501 with pseudo-sequence DRB1_1501. The binding affinity (normalized) is 0.636. (6) The peptide sequence is SQDLELSWNLNGLQAY. The MHC is DRB1_0701 with pseudo-sequence DRB1_0701. The binding affinity (normalized) is 0.392. (7) The peptide sequence is KRHRLIGAVVLAVSV. The MHC is DRB1_0101 with pseudo-sequence DRB1_0101. The binding affinity (normalized) is 0.945. (8) The peptide sequence is VVSRLLIPVPFDPPA. The MHC is HLA-DPA10201-DPB11401 with pseudo-sequence HLA-DPA10201-DPB11401. The binding affinity (normalized) is 0.401. (9) The peptide sequence is WKMLDPRQGLAVLRK. The MHC is DRB3_0202 with pseudo-sequence DRB3_0202. The binding affinity (normalized) is 0.411. (10) The peptide sequence is EKKYFRATQFEPLAA. The MHC is HLA-DPA10201-DPB10501 with pseudo-sequence HLA-DPA10201-DPB10501. The binding affinity (normalized) is 0.863.